From a dataset of Experimentally validated miRNA-target interactions with 360,000+ pairs, plus equal number of negative samples. Binary Classification. Given a miRNA mature sequence and a target amino acid sequence, predict their likelihood of interaction. The miRNA is hsa-miR-3150b-5p with sequence CAACCUCGAGGAUCUCCCCAGC. The protein sequence of the target gene is MMEGLDDGPDFLSEEDRGLKAINVDLQSDAALQVDISDALSERDKVKFTVHTKSSLPNFKQNEFSVVRQHEEFIWLHDSFVENEDYAGYIIPPAPPRPDFDASREKLQKLGEGEGSMTKEEFTKMKQELEAEYLAIFKKTVAMHEVFLCRVAAHPILRRDLNFHVFLEYNQDLSVRGKNKKEKLEDFFKNMVKSADGVIVSGVKDVDDFFEHERTFLLEYHNRVKDASAKSDRMTRSHKSAADDYNRIGSSLYALGTQDSTDICKFFLKVSELFDKTRKIEARVSADEDLKLSDLLKYYL.... Result: 0 (no interaction).